Dataset: Forward reaction prediction with 1.9M reactions from USPTO patents (1976-2016). Task: Predict the product of the given reaction. (1) Given the reactants [F:1][C:2]1[CH:9]=[C:8]([OH:10])[C:7]([O:11][CH3:12])=[CH:6][C:3]=1[CH:4]=[O:5].[H-].[Na+].[CH2:15](Br)[C:16]1[CH:21]=[CH:20][CH:19]=[CH:18][CH:17]=1.O, predict the reaction product. The product is: [CH2:15]([O:10][C:8]1[C:7]([O:11][CH3:12])=[CH:6][C:3]([CH:4]=[O:5])=[C:2]([F:1])[CH:9]=1)[C:16]1[CH:21]=[CH:20][CH:19]=[CH:18][CH:17]=1. (2) Given the reactants [Cl:1][C:2]1[CH:14]=[CH:13][C:5]2[N:6]([CH2:9][CH2:10][CH2:11][OH:12])[CH:7]=[N:8][C:4]=2[CH:3]=1.C(N(CC)CC)C.[CH3:22][S:23](Cl)(=[O:25])=[O:24], predict the reaction product. The product is: [Cl:1][C:2]1[CH:14]=[CH:13][C:5]2[N:6]([CH2:9][CH2:10][CH2:11][O:12][S:23]([CH3:22])(=[O:25])=[O:24])[CH:7]=[N:8][C:4]=2[CH:3]=1. (3) Given the reactants FC1C2C(C(=O)NC)=C(C3C=CC(F)=CC=3)OC=2C=CC=1C1C=C(C=CC=1C)C(O)=O.[NH:32]1[C:40]2[CH:39]=[CH:38][N:37]=[C:36]([C:41]3([NH2:44])CC3)[C:35]=2[CH:34]=[CH:33]1, predict the reaction product. The product is: [NH:32]1[C:40]2[CH:39]=[CH:38][N:37]=[C:36]([C:41]#[N:44])[C:35]=2[CH:34]=[CH:33]1. (4) Given the reactants [H-].[Na+].[Cl-].[PH4+].BrC1N=CC=CC=1C=O.C(=O)(O)[O-].[Na+].[Br:19][C:20]1[C:25]([CH:26]=[CH:27][O:28]C)=[CH:24][CH:23]=[CH:22][N:21]=1, predict the reaction product. The product is: [Br:19][C:20]1[C:25]([CH2:26][CH:27]=[O:28])=[CH:24][CH:23]=[CH:22][N:21]=1. (5) Given the reactants [CH2:1]([O:19][CH2:20][CH2:21][N:22]([CH2:28][CH2:29][O:30][CH2:31][CH2:32][CH2:33][CH2:34][CH2:35][CH2:36][CH2:37][CH2:38]/[CH:39]=[CH:40]\[CH2:41][CH2:42][CH2:43][CH2:44][CH2:45][CH2:46][CH2:47][CH3:48])[CH2:23][CH2:24][C:25](O)=[O:26])[CH2:2][CH2:3][CH2:4][CH2:5][CH2:6][CH2:7][CH2:8]/[CH:9]=[CH:10]\[CH2:11][CH2:12][CH2:13][CH2:14][CH2:15][CH2:16][CH2:17][CH3:18].F[P-](F)(F)(F)(F)F.[N:56]1(OC(N(C)C)=[N+](C)C)C2N=CC=CC=2N=N1.CO.N.C(N(C(C)C)CC)(C)C, predict the reaction product. The product is: [CH2:1]([O:19][CH2:20][CH2:21][N:22]([CH2:28][CH2:29][O:30][CH2:31][CH2:32][CH2:33][CH2:34][CH2:35][CH2:36][CH2:37][CH2:38]/[CH:39]=[CH:40]\[CH2:41][CH2:42][CH2:43][CH2:44][CH2:45][CH2:46][CH2:47][CH3:48])[CH2:23][CH2:24][C:25]([NH2:56])=[O:26])[CH2:2][CH2:3][CH2:4][CH2:5][CH2:6][CH2:7][CH2:8]/[CH:9]=[CH:10]\[CH2:11][CH2:12][CH2:13][CH2:14][CH2:15][CH2:16][CH2:17][CH3:18].